This data is from hERG Central: cardiac toxicity at 1µM, 10µM, and general inhibition. The task is: Predict hERG channel inhibition at various concentrations. (1) The drug is CSCCC(NC(=O)c1ccc(Cl)cc1Cl)C(=O)OC(C)C(=O)NCc1ccco1. Results: hERG_inhib (hERG inhibition (general)): blocker. (2) The drug is O=C(c1ccc(C(F)(F)F)cc1)N1CCN(c2ccc(N3CCOCC3)nn2)CC1. Results: hERG_inhib (hERG inhibition (general)): blocker. (3) The compound is Cc1nn(Cc2ccc(Cl)cc2Cl)c(C)c1NC(=O)CCl. Results: hERG_inhib (hERG inhibition (general)): blocker. (4) Results: hERG_inhib (hERG inhibition (general)): blocker. The drug is O=S(=O)(c1ccc(F)cc1)N1CCN(c2nc(-c3cccnc3)nc3ccccc23)CC1. (5) The molecule is CCOc1ccc(C(C(=O)NC2CCCC2)N(C(=O)c2snc(C(N)=O)c2N)C2CCCC2)cc1. Results: hERG_inhib (hERG inhibition (general)): blocker. (6) The molecule is Cc1ccc(C#CC[N+](C)(C)CC#Cc2ccccc2)cc1.[Br-]. Results: hERG_inhib (hERG inhibition (general)): blocker. (7) Results: hERG_inhib (hERG inhibition (general)): blocker. The molecule is O=C(C[n+]1cc(-c2ccc(F)cc2)n2c1CCC2)Nc1nc(-c2ccc(F)cc2)cs1.[Cl-]. (8) The molecule is CCOC(=O)C1(CCc2ccccc2)CCN(Cc2ccc3c(c2)OCCO3)CC1. Results: hERG_inhib (hERG inhibition (general)): blocker. (9) The compound is CC1CCCCN1CCCNC(=O)c1cc(Br)c(Br)[nH]1. Results: hERG_inhib (hERG inhibition (general)): blocker. (10) The molecule is COCCOC(=O)C(C#N)c1nc2ccccc2nc1N1CCN(Cc2ccccc2)CC1. Results: hERG_inhib (hERG inhibition (general)): blocker.